This data is from Forward reaction prediction with 1.9M reactions from USPTO patents (1976-2016). The task is: Predict the product of the given reaction. (1) The product is: [Cl:12][C:11]1[C:2]([NH:19][C:14]2[CH:15]=[N:16][CH:17]=[CH:18][N:13]=2)=[N:3][C:4]2[C:9]([N:10]=1)=[CH:8][CH:7]=[CH:6][CH:5]=2. Given the reactants Cl[C:2]1[C:11]([Cl:12])=[N:10][C:9]2[C:4](=[CH:5][CH:6]=[CH:7][CH:8]=2)[N:3]=1.[N:13]1[CH:18]=[CH:17][N:16]=[CH:15][C:14]=1[NH2:19].[H-].[Na+].O, predict the reaction product. (2) Given the reactants Cl[C:2]([O:4][CH2:5][C:6]1[CH:11]=[CH:10][CH:9]=[CH:8][CH:7]=1)=[O:3].FC(F)(F)C(O)=O.[CH2:19]([CH:21]1[NH:28][CH2:27][C:24]2([CH2:26][CH2:25]2)[NH:23][C:22]1=[O:29])[CH3:20].C(N(CC)CC)C.O, predict the reaction product. The product is: [CH2:19]([CH:21]1[N:28]([C:2]([O:4][CH2:5][C:6]2[CH:11]=[CH:10][CH:9]=[CH:8][CH:7]=2)=[O:3])[CH2:27][C:24]2([CH2:25][CH2:26]2)[NH:23][C:22]1=[O:29])[CH3:20]. (3) Given the reactants [NH2:1][C:2]1[C:3]([F:29])=[C:4]([C:8]2[C:20]3[C:19]4[C:14](=[CH:15][C:16]([O:21][CH2:22][CH2:23][O:24][CH3:25])=[CH:17][CH:18]=4)[NH:13][C:12]=3[C:11]([C:26]([NH2:28])=[O:27])=[N:10][CH:9]=2)[CH:5]=[CH:6][CH:7]=1.[CH:30]([C:32]1[CH:40]=[CH:39][C:38]([CH3:41])=[CH:37][C:33]=1[C:34]([OH:36])=[O:35])=O.C(O)(=O)C.C(O[BH-](OC(=O)C)OC(=O)C)(=O)C.[Na+], predict the reaction product. The product is: [C:26]([C:11]1[C:12]2[NH:13][C:14]3[C:19]([C:20]=2[C:8]([C:4]2[C:3]([F:29])=[C:2]([NH:1][CH2:30][C:32]4[CH:40]=[CH:39][C:38]([CH3:41])=[CH:37][C:33]=4[C:34]([OH:36])=[O:35])[CH:7]=[CH:6][CH:5]=2)=[CH:9][N:10]=1)=[CH:18][CH:17]=[C:16]([O:21][CH2:22][CH2:23][O:24][CH3:25])[CH:15]=3)(=[O:27])[NH2:28]. (4) Given the reactants [NH2:1][C:2]1[C:10]2[CH2:9][CH2:8][N:7]([CH2:11][C:12]3[O:13][CH:14]=[CH:15][CH:16]=3)[C:6](=[O:17])[C:5]=2[NH:4][N:3]=1.[C:18](=[O:21])([O-])[O-].[K+].[K+].ClC[CH2:26][C:27]([N:29]1[CH2:34][CH2:33][N:32]([C:35]2[CH:40]=[CH:39][CH:38]=[CH:37][CH:36]=2)[CH2:31][CH2:30]1)=O, predict the reaction product. The product is: [NH2:1][C:2]1[C:10]2[CH2:9][CH2:8][N:7]([CH2:11][C:12]3[O:13][CH:14]=[CH:15][CH:16]=3)[C:6](=[O:17])[C:5]=2[N:4]([C:18](=[O:21])[CH2:26][CH2:27][N:29]2[CH2:34][CH2:33][N:32]([C:35]3[CH:40]=[CH:39][CH:38]=[CH:37][CH:36]=3)[CH2:31][CH2:30]2)[N:3]=1. (5) Given the reactants [CH3:1][CH:2]1[C:7](=O)[CH2:6][CH2:5][CH2:4][C:3]1=[O:9].[Cl:10][C:11]1[CH:17]=[C:16]([N+:18]([O-:20])=[O:19])[CH:15]=[CH:14][C:12]=1[NH2:13], predict the reaction product. The product is: [Cl:10][C:11]1[CH:17]=[C:16]([N+:18]([O-:20])=[O:19])[CH:15]=[CH:14][C:12]=1[NH:13][C:7]1[CH2:6][CH2:5][CH2:4][C:3](=[O:9])[C:2]=1[CH3:1].